From a dataset of Full USPTO retrosynthesis dataset with 1.9M reactions from patents (1976-2016). Predict the reactants needed to synthesize the given product. Given the product [CH2:10]([CH:13]1[CH2:18][CH2:17][CH2:16][N:15]([C:8]2[CH:7]=[CH:6][C:4]([NH2:5])=[CH:3][C:2]=2[Cl:1])[C:14]1=[O:19])[CH:11]=[CH2:12], predict the reactants needed to synthesize it. The reactants are: [Cl:1][C:2]1[CH:3]=[C:4]([CH:6]=[CH:7][C:8]=1I)[NH2:5].[CH2:10]([CH:13]1[CH2:18][CH2:17][CH2:16][NH:15][C:14]1=[O:19])[CH:11]=[CH2:12].